Dataset: Reaction yield outcomes from USPTO patents with 853,638 reactions. Task: Predict the reaction yield, written as a fraction of the theoretical maximum amount of product (1.0 means a 100% yield; for example, 0.34 means a 34% yield). (1) The reactants are [F:1][C:2]1[C:3]([O:25]C)=[CH:4][CH:5]=[C:6]2[C:10]=1[C:9](=[O:11])[N:8]([CH2:12][C@H:13]1[CH2:18][CH2:17][C@H:16]([C:19]([N:21]([O:23][CH3:24])[CH3:22])=[O:20])[CH2:15][CH2:14]1)[CH2:7]2.B(Br)(Br)Br. The catalyst is C(Cl)Cl. The product is [F:1][C:2]1[C:3]([OH:25])=[CH:4][CH:5]=[C:6]2[C:10]=1[C:9](=[O:11])[N:8]([CH2:12][C@H:13]1[CH2:14][CH2:15][C@H:16]([C:19]([N:21]([O:23][CH3:24])[CH3:22])=[O:20])[CH2:17][CH2:18]1)[CH2:7]2. The yield is 0.910. (2) The product is [F:37][C:34]([F:35])([F:36])[C:32]1[CH:31]=[C:5]([CH:4]=[C:3]([C:2]([F:1])([F:38])[F:39])[CH:33]=1)[C:6]([N:8]([C:45]([O:44][C:40]([CH3:43])([CH3:42])[CH3:41])=[O:46])[C@@H:9]1[CH2:13][CH2:12][N:11]([CH:14]2[CH2:20][CH2:19][CH2:18][N:17]([C:21]([O:23][CH2:24][C:25]3[CH:30]=[CH:29][CH:28]=[CH:27][CH:26]=3)=[O:22])[CH2:16][CH2:15]2)[CH2:10]1)=[O:7]. The catalyst is C(#N)C.CN(C1C=CN=CC=1)C. The yield is 0.530. The reactants are [F:1][C:2]([F:39])([F:38])[C:3]1[CH:4]=[C:5]([CH:31]=[C:32]([C:34]([F:37])([F:36])[F:35])[CH:33]=1)[C:6]([NH:8][C@@H:9]1[CH2:13][CH2:12][N:11]([CH:14]2[CH2:20][CH2:19][CH2:18][N:17]([C:21]([O:23][CH2:24][C:25]3[CH:30]=[CH:29][CH:28]=[CH:27][CH:26]=3)=[O:22])[CH2:16][CH2:15]2)[CH2:10]1)=[O:7].[C:40]([O:44][C:45](=O)[O:46]C(C)(C)C)([CH3:43])([CH3:42])[CH3:41].